From a dataset of Forward reaction prediction with 1.9M reactions from USPTO patents (1976-2016). Predict the product of the given reaction. (1) Given the reactants [C:1]([O:4][CH2:5][CH3:6])(=[O:3])[CH3:2].[CH2:7](C1OC1)Cl.[OH2:12].[NH2:13]O, predict the reaction product. The product is: [NH2:13][OH:12].[C:1]([O:4][CH2:5][CH3:6])(=[O:3])[CH:2]=[CH2:7]. (2) The product is: [F:1][C:2]1[CH:9]=[C:8]([F:10])[CH:7]=[C:6]([F:11])[C:3]=1[CH:4]([NH:19][C:15]1[CH:16]=[CH:17][CH:18]=[C:13]([F:12])[CH:14]=1)[C:26]#[N:27]. Given the reactants [F:1][C:2]1[CH:9]=[C:8]([F:10])[CH:7]=[C:6]([F:11])[C:3]=1[CH:4]=O.[F:12][C:13]1[CH:14]=[C:15]([NH:19]C2C=CC=CC=2)[CH:16]=[CH:17][CH:18]=1.[C-:26]#[N:27].[K+].[Cl-].[In+3].[Cl-].[Cl-], predict the reaction product. (3) Given the reactants [N:1]1([C:10]([C:17]2[CH:22]=[CH:21][C:20]([CH2:23][CH3:24])=[CH:19][CH:18]=2)=[CH:11][C:12]([O:14][CH2:15][CH3:16])=[O:13])[C:5]2[CH:6]=[CH:7][CH:8]=[CH:9][C:4]=2[N:3]=[CH:2]1.C([O-])=O.[NH4+], predict the reaction product. The product is: [N:1]1([CH:10]([C:17]2[CH:22]=[CH:21][C:20]([CH2:23][CH3:24])=[CH:19][CH:18]=2)[CH2:11][C:12]([O:14][CH2:15][CH3:16])=[O:13])[C:5]2[CH:6]=[CH:7][CH:8]=[CH:9][C:4]=2[N:3]=[CH:2]1. (4) Given the reactants [Cl:1][C:2]1[CH:7]=[CH:6][CH:5]=[CH:4][C:3]=1[C:8]1[C:12]([C:13]([OH:15])=O)=[C:11]([CH3:16])[O:10][N:9]=1.Cl.C(N=C=NCCCN(C)C)C.[CH3:29][O:30][C:31]1[CH:32]=[C:33]([N:37]2[CH2:42][CH2:41][NH:40][CH2:39][CH2:38]2)[CH:34]=[CH:35][CH:36]=1, predict the reaction product. The product is: [Cl:1][C:2]1[CH:7]=[CH:6][CH:5]=[CH:4][C:3]=1[C:8]1[C:12]([C:13]([N:40]2[CH2:39][CH2:38][N:37]([C:33]3[CH:34]=[CH:35][CH:36]=[C:31]([O:30][CH3:29])[CH:32]=3)[CH2:42][CH2:41]2)=[O:15])=[C:11]([CH3:16])[O:10][N:9]=1. (5) Given the reactants [CH3:1][C:2]1[N:6]([C:7]2[CH:12]=[CH:11][CH:10]=[CH:9][CH:8]=2)[N:5]=[C:4]([C:13]([OH:15])=O)[CH:3]=1.CN(C)C=O.C(Cl)(=O)C(Cl)=O.[NH2:27][C:28]1[CH:49]=[CH:48][C:31]([O:32][C:33]2[CH:34]=[CH:35][C:36]3[N:37]([CH:39]=[C:40]([NH:42][C:43]([CH:45]4[CH2:47][CH2:46]4)=[O:44])[N:41]=3)[N:38]=2)=[CH:30][CH:29]=1, predict the reaction product. The product is: [CH:45]1([C:43]([NH:42][C:40]2[N:41]=[C:36]3[CH:35]=[CH:34][C:33]([O:32][C:31]4[CH:30]=[CH:29][C:28]([NH:27][C:13]([C:4]5[CH:3]=[C:2]([CH3:1])[N:6]([C:7]6[CH:8]=[CH:9][CH:10]=[CH:11][CH:12]=6)[N:5]=5)=[O:15])=[CH:49][CH:48]=4)=[N:38][N:37]3[CH:39]=2)=[O:44])[CH2:46][CH2:47]1. (6) Given the reactants [C:1]([O:5][C:6](=[O:26])[NH:7][C:8]1[CH:13]=[CH:12][C:11]([C:14]2[C:22]([F:23])=[C:21]3[C:17]([C:18](N)=[N:19][NH:20]3)=[CH:16][CH:15]=2)=[CH:10][C:9]=1[F:25])([CH3:4])([CH3:3])[CH3:2].[S:27]1[CH:31]=[CH:30][C:29]([C:32](Cl)=[O:33])=[CH:28]1.[N:35]1C=CC=CC=1, predict the reaction product. The product is: [F:23][C:22]1[C:14]([C:11]2[CH:12]=[CH:13][C:8]([NH:7][C:6]([O:5][C:1]([CH3:4])([CH3:2])[CH3:3])=[O:26])=[C:9]([F:25])[CH:10]=2)=[CH:15][CH:16]=[C:17]2[C:21]=1[NH:20][N:19]=[C:18]2[C:28]1[S:27][CH:31]=[CH:30][C:29]=1[C:32]([NH2:35])=[O:33]. (7) Given the reactants C([O:3][C:4]([C:6]1[CH:7]=[N:8][N:9]([C:18]2[CH:23]=[CH:22][C:21]([F:24])=[CH:20][CH:19]=2)[C:10]=1[CH:11](OCC)OCC)=O)C.O.[NH2:26][NH2:27].Cl, predict the reaction product. The product is: [F:24][C:21]1[CH:22]=[CH:23][C:18]([N:9]2[C:10]3=[CH:11][N:26]=[N:27][C:4]([OH:3])=[C:6]3[CH:7]=[N:8]2)=[CH:19][CH:20]=1.